From a dataset of Reaction yield outcomes from USPTO patents with 853,638 reactions. Predict the reaction yield, written as a fraction of the theoretical maximum amount of product (1.0 means a 100% yield; for example, 0.34 means a 34% yield). (1) The reactants are [Br:1]Br.[NH2:3][C:4]1[N:12]=[CH:11][CH:10]=[CH:9][C:5]=1[C:6]([OH:8])=[O:7]. The catalyst is C(O)(=O)C. The product is [BrH:1].[NH2:3][C:4]1[N:12]=[CH:11][C:10]([Br:1])=[CH:9][C:5]=1[C:6]([OH:8])=[O:7]. The yield is 0.930. (2) The reactants are [C:1]([NH2:5])([CH3:4])([CH3:3])[CH3:2].C(N(CC)C(C)C)(C)C.[C:15]1([CH2:21][S:22](Cl)(=[O:24])=[O:23])[CH:20]=[CH:19][CH:18]=[CH:17][CH:16]=1. The catalyst is ClCCl. The product is [C:1]([NH:5][S:22]([CH2:21][C:15]1[CH:20]=[CH:19][CH:18]=[CH:17][CH:16]=1)(=[O:24])=[O:23])([CH3:4])([CH3:3])[CH3:2]. The yield is 0.770. (3) The reactants are [Cl:1][CH2:2][CH2:3][C:4]([C:20]1[CH:25]=[CH:24][C:23](/[CH:26]=[CH:27]/[C:28]([O:30]CC)=[O:29])=[CH:22][CH:21]=1)=[C:5]([C:13]1[CH:18]=[CH:17][C:16]([OH:19])=[CH:15][CH:14]=1)[C:6]1[CH:11]=[CH:10][C:9]([OH:12])=[CH:8][CH:7]=1.[OH-].[Na+].Cl. The catalyst is C1COCC1.CCO. The product is [Cl:1][CH2:2][CH2:3][C:4]([C:20]1[CH:25]=[CH:24][C:23](/[CH:26]=[CH:27]/[C:28]([OH:30])=[O:29])=[CH:22][CH:21]=1)=[C:5]([C:13]1[CH:18]=[CH:17][C:16]([OH:19])=[CH:15][CH:14]=1)[C:6]1[CH:7]=[CH:8][C:9]([OH:12])=[CH:10][CH:11]=1. The yield is 0.830. (4) The reactants are [F:1][C:2]1[CH:7]=[CH:6][C:5]([CH:8]2[C:17]([CH3:24])([C:18]3[N:19]([CH3:23])[CH:20]=[CH:21][N:22]=3)[C:16](=O)[C:15]3[C:14]([C:26]([O:28]CC)=O)=[CH:13][CH:12]=[CH:11][C:10]=3[NH:9]2)=[CH:4][CH:3]=1.O.[NH2:32][NH2:33]. No catalyst specified. The product is [F:1][C:2]1[CH:7]=[CH:6][C:5]([CH:8]2[NH:9][C:10]3[C:15]4[C:16](=[N:32][NH:33][C:26](=[O:28])[C:14]=4[CH:13]=[CH:12][CH:11]=3)[C:17]2([CH3:24])[C:18]2[N:19]([CH3:23])[CH:20]=[CH:21][N:22]=2)=[CH:4][CH:3]=1. The yield is 0.140. (5) The reactants are [C:1]1([C:7]([OH:9])=O)([C:4]([OH:6])=[O:5])[CH2:3][CH2:2]1.C(N(CC)CC)C.S(Cl)(Cl)=O.[NH2:21][C:22]1[CH:37]=[CH:36][C:25]([O:26][C:27]2[CH:32]=[CH:31][N:30]=[C:29]([C:33]([NH2:35])=[O:34])[CH:28]=2)=[CH:24][C:23]=1[F:38]. The catalyst is O1CCCC1. The product is [C:33]([C:29]1[CH:28]=[C:27]([O:26][C:25]2[CH:36]=[CH:37][C:22]([NH:21][C:7]([C:1]3([C:4]([OH:6])=[O:5])[CH2:2][CH2:3]3)=[O:9])=[C:23]([F:38])[CH:24]=2)[CH:32]=[CH:31][N:30]=1)(=[O:34])[NH2:35]. The yield is 0.440. (6) The reactants are [CH2:1]([O:3][C:4](=[O:10])[CH2:5][CH:6]1[CH2:9][O:8][CH2:7]1)[CH3:2].C[Si](C)(C)[N-][Si](C)(C)C.[Na+].C1(S(N2C(C3C=CC=CC=3)O2)(=O)=[O:28])C=CC=CC=1.[Cl-].[NH4+].Cl. The catalyst is O1CCCC1.O. The product is [CH2:1]([O:3][C:4](=[O:10])[CH:5]([OH:28])[CH:6]1[CH2:9][O:8][CH2:7]1)[CH3:2]. The yield is 0.600.